Dataset: Experimentally validated miRNA-target interactions with 360,000+ pairs, plus equal number of negative samples. Task: Binary Classification. Given a miRNA mature sequence and a target amino acid sequence, predict their likelihood of interaction. The miRNA is hsa-miR-3124-5p with sequence UUCGCGGGCGAAGGCAAAGUC. The protein sequence of the target gene is MRRVTLFLNGSPKNGKVVAVYGTLSDLLSVASSKLGIKATSVYNGKGGLIDDIALIRDDDVLFVCEGEPFIDPQTDSKPPEGLLGFHTDWLTLNVGGRYFTTTRSTLVNKEPDSMLAHMFKDKGVWGNKQDHRGAFLIDRSPEYFEPILNYLRHGQLIVNDGINLLGVLEEARFFGIDSLIEHLEVAIKNSQPPEDHSPISRKEFVRFLLATPTKSELRCQGLNFSGADLSRLDLRYINFKMANLSRCNLAHANLCCANLERADLSGSVLDCANLQGVKMLCSNAEGASLKLCNFEDPSG.... Result: 0 (no interaction).